Dataset: Catalyst prediction with 721,799 reactions and 888 catalyst types from USPTO. Task: Predict which catalyst facilitates the given reaction. (1) Reactant: C1(P(C2C=CC=CC=2)C2C=CC=CC=2)C=CC=CC=1.BrN1C(=O)CCC1=O.[Cl:28][C:29]1[CH:30]=[C:31]([C@@H:39]([CH2:43][CH:44]2[CH2:48][CH2:47][CH2:46][CH2:45]2)[C:40]([OH:42])=O)[CH:32]=[CH:33][C:34]=1[S:35]([CH3:38])(=[O:37])=[O:36].Br.[NH2:50][C:51]1[S:52][C:53]([Br:56])=[CH:54][N:55]=1.N1C=CC=CC=1. Product: [Br:56][C:53]1[S:52][C:51]([NH:50][C:40](=[O:42])[C@@H:39]([C:31]2[CH:32]=[CH:33][C:34]([S:35]([CH3:38])(=[O:36])=[O:37])=[C:29]([Cl:28])[CH:30]=2)[CH2:43][CH:44]2[CH2:48][CH2:47][CH2:46][CH2:45]2)=[N:55][CH:54]=1. The catalyst class is: 34. (2) Reactant: [Cl:1][C:2]1[CH:8]=[C:7]([O:9][C:10]2[C:19]3[C:14](=[CH:15][C:16]([O:22][CH3:23])=[C:17]([O:20][CH3:21])[CH:18]=3)[N:13]=[CH:12][N:11]=2)[CH:6]=[CH:5][C:3]=1[NH2:4].Cl[C:25](Cl)([O:27][C:28](=[O:34])OC(Cl)(Cl)Cl)Cl.[CH2:36](O)[CH2:37][CH2:38][CH2:39][CH2:40]C.C(=O)(O)[O-].[Na+]. Product: [Cl:1][C:2]1[CH:8]=[C:7]([O:9][C:10]2[C:19]3[C:14](=[CH:15][C:16]([O:22][CH3:23])=[C:17]([O:20][CH3:21])[CH:18]=3)[N:13]=[CH:12][N:11]=2)[CH:6]=[CH:5][C:3]=1[NH:4][C:28](=[O:34])[O:27][CH2:25][CH2:36][CH2:37][CH2:38][CH2:39][CH3:40]. The catalyst class is: 208.